From a dataset of Forward reaction prediction with 1.9M reactions from USPTO patents (1976-2016). Predict the product of the given reaction. (1) Given the reactants [CH3:1][O:2][C:3]1[C:4]([N+:11]([O-:13])=[O:12])=[CH:5][C:6]([CH2:9][OH:10])=[N:7][CH:8]=1.CC(OI1(OC(C)=O)(OC(C)=O)OC(=O)C2C=CC=CC1=2)=O.CCOC(C)=O.C([O-])(O)=O.[Na+], predict the reaction product. The product is: [CH3:1][O:2][C:3]1[C:4]([N+:11]([O-:13])=[O:12])=[CH:5][C:6]([CH:9]=[O:10])=[N:7][CH:8]=1. (2) Given the reactants [Br:1][C:2]1[CH:10]=[CH:9][CH:8]=[C:7]2[C:3]=1[C:4]([C:18]([OH:20])=O)=[CH:5][N:6]2[CH2:11][CH2:12][O:13][C:14]([F:17])([F:16])[F:15].CCN(CC)CC.Cl.[F:29][C:30]([F:49])([F:48])[C:31]([NH:33][CH2:34][C:35]1[CH:40]=[CH:39][C:38]([F:41])=[C:37]([CH:42]2[CH2:47][CH2:46][NH:45][CH2:44][CH2:43]2)[CH:36]=1)=[O:32].CCN=C=NCCCN(C)C, predict the reaction product. The product is: [Br:1][C:2]1[CH:10]=[CH:9][CH:8]=[C:7]2[C:3]=1[C:4]([C:18]([N:45]1[CH2:46][CH2:47][CH:42]([C:37]3[CH:36]=[C:35]([CH:40]=[CH:39][C:38]=3[F:41])[CH2:34][NH:33][C:31](=[O:32])[C:30]([F:49])([F:48])[F:29])[CH2:43][CH2:44]1)=[O:20])=[CH:5][N:6]2[CH2:11][CH2:12][O:13][C:14]([F:15])([F:16])[F:17]. (3) Given the reactants [N:1]1([CH2:6][C:7]2[CH:8]=[C:9]([CH:38]=[C:39]([Cl:41])[CH:40]=2)/[CH:10]=[CH:11]/[C:12]2[CH:17]=[CH:16][C:15]([N:18]3[CH2:23][CH2:22][N:21]([S:24]([C:27]4[CH:32]=CC=C(OC(F)(F)F)[CH:28]=4)(=[O:26])=[O:25])[CH2:20][CH2:19]3)=[CH:14][CH:13]=2)[CH:5]=[CH:4][N:3]=[CH:2]1.C(S(Cl)(=O)=O)(C)C.FC(F)(F)OC1C=C(S(Cl)(=O)=O)C=CC=1, predict the reaction product. The product is: [N:1]1([CH2:6][C:7]2[CH:8]=[C:9]([CH:38]=[C:39]([Cl:41])[CH:40]=2)/[CH:10]=[CH:11]/[C:12]2[CH:13]=[CH:14][C:15]([N:18]3[CH2:19][CH2:20][N:21]([S:24]([CH:27]([CH3:28])[CH3:32])(=[O:25])=[O:26])[CH2:22][CH2:23]3)=[CH:16][CH:17]=2)[CH:5]=[CH:4][N:3]=[CH:2]1. (4) Given the reactants Cl.[NH2:2][CH2:3][C:4]([NH:6][CH2:7][CH2:8][C:9]([O:11][CH2:12][CH3:13])=[O:10])=[O:5].[C:14]1([C:20]([C:31]2[CH:36]=[CH:35][CH:34]=[CH:33][CH:32]=2)([C:25]2[CH:30]=[CH:29][CH:28]=[CH:27][CH:26]=2)[CH2:21][C:22](O)=[O:23])[CH:19]=[CH:18][CH:17]=[CH:16][CH:15]=1.O.ON1C2C=CC=CC=2N=N1.Cl.C(N=C=NCCCN(C)C)C, predict the reaction product. The product is: [C:31]1([C:20]([C:14]2[CH:15]=[CH:16][CH:17]=[CH:18][CH:19]=2)([C:25]2[CH:26]=[CH:27][CH:28]=[CH:29][CH:30]=2)[CH2:21][C:22]([NH:2][CH2:3][C:4]([NH:6][CH2:7][CH2:8][C:9]([O:11][CH2:12][CH3:13])=[O:10])=[O:5])=[O:23])[CH:32]=[CH:33][CH:34]=[CH:35][CH:36]=1. (5) Given the reactants [Cl:1][C:2]1[N:10](CC=C)[C:9]2[C:8](=[O:14])[N:7]([CH2:15][CH:16]([OH:27])[CH2:17][CH2:18][CH2:19][CH2:20][C:21]3[CH:26]=[CH:25][CH:24]=[CH:23][CH:22]=3)[C:6](=[O:28])[N:5]([CH2:29][CH2:30][CH2:31][CH2:32][CH3:33])[C:4]=2[N:3]=1.N1CCOCC1, predict the reaction product. The product is: [Cl:1][C:2]1[NH:10][C:9]2[C:8](=[O:14])[N:7]([CH2:15][CH:16]([OH:27])[CH2:17][CH2:18][CH2:19][CH2:20][C:21]3[CH:26]=[CH:25][CH:24]=[CH:23][CH:22]=3)[C:6](=[O:28])[N:5]([CH2:29][CH2:30][CH2:31][CH2:32][CH3:33])[C:4]=2[N:3]=1. (6) Given the reactants F[C:2]1[CH:7]=[C:6]([N+:8]([O-:10])=[O:9])[CH:5]=[C:4]([I:11])[CH:3]=1.C([O-])([O-])=O.[K+].[K+].[NH:18]1[CH2:23][CH2:22][CH2:21][CH2:20][CH2:19]1, predict the reaction product. The product is: [I:11][C:4]1[CH:3]=[C:2]([N:18]2[CH2:23][CH2:22][CH2:21][CH2:20][CH2:19]2)[CH:7]=[C:6]([N+:8]([O-:10])=[O:9])[CH:5]=1. (7) Given the reactants Br[C:2]1[CH:26]=[CH:25][C:5]2[N:6]=[C:7]([NH:9][C:10]([N:12]3[CH2:17][CH2:16][C:15](=[CH:18][C:19]4[CH:24]=[CH:23][CH:22]=[CH:21][N:20]=4)[CH2:14][CH2:13]3)=[O:11])[S:8][C:4]=2[CH:3]=1.CC1(C)C(C)(C)OB([C:35]2[CH:36]=[N:37][CH:38]=[CH:39][CH:40]=2)O1.C(=O)([O-])[O-].[Na+].[Na+].[Cl-].[NH4+], predict the reaction product. The product is: [N:37]1[CH:38]=[CH:39][CH:40]=[C:35]([C:2]2[CH:26]=[CH:25][C:5]3[N:6]=[C:7]([NH:9][C:10]([N:12]4[CH2:17][CH2:16][C:15](=[CH:18][C:19]5[CH:24]=[CH:23][CH:22]=[CH:21][N:20]=5)[CH2:14][CH2:13]4)=[O:11])[S:8][C:4]=3[CH:3]=2)[CH:36]=1. (8) Given the reactants [Br:1][C:2]1[CH:15]=[CH:14][C:13]2[O:12][C:11]3[C:6](=[CH:7][C:8]([O:16][CH3:17])=[CH:9][CH:10]=3)[C:5](=O)[C:4]=2[CH:3]=1.[CH3:19][Si](C[Li])(C)C.C(Cl)(=O)C, predict the reaction product. The product is: [Br:1][C:2]1[CH:15]=[CH:14][C:13]2[O:12][C:11]3[C:6](=[CH:7][C:8]([O:16][CH3:17])=[CH:9][CH:10]=3)[C:5](=[CH2:19])[C:4]=2[CH:3]=1.